This data is from Reaction yield outcomes from USPTO patents with 853,638 reactions. The task is: Predict the reaction yield, written as a fraction of the theoretical maximum amount of product (1.0 means a 100% yield; for example, 0.34 means a 34% yield). (1) The reactants are [N:1]1([CH2:7][CH2:8][CH2:9][OH:10])[CH2:6][CH2:5][O:4][CH2:3][CH2:2]1.[H-].[Na+].[CH2:13]([O:20][C:21]1[CH:26]=[CH:25][C:24]([C:27]2[CH:32]=[C:31](Cl)[N:30]=[N:29][C:28]=2[CH2:34][CH2:35][CH2:36][CH3:37])=[CH:23][CH:22]=1)[C:14]1[CH:19]=[CH:18][CH:17]=[CH:16][CH:15]=1. The catalyst is C1COCC1. The product is [CH2:13]([O:20][C:21]1[CH:26]=[CH:25][C:24]([C:27]2[CH:32]=[C:31]([O:10][CH2:9][CH2:8][CH2:7][N:1]3[CH2:6][CH2:5][O:4][CH2:3][CH2:2]3)[N:30]=[N:29][C:28]=2[CH2:34][CH2:35][CH2:36][CH3:37])=[CH:23][CH:22]=1)[C:14]1[CH:15]=[CH:16][CH:17]=[CH:18][CH:19]=1. The yield is 0.750. (2) No catalyst specified. The reactants are Cl.[Cl:2][C:3]1[CH:4]=[CH:5][C:6]([O:11][CH3:12])=[C:7]([CH:10]=1)[C:8]#[N:9].[CH2:13]([OH:15])[CH3:14]. The product is [CH2:13]([O:15][C:8](=[NH:9])[C:7]1[CH:10]=[C:3]([Cl:2])[CH:4]=[CH:5][C:6]=1[O:11][CH3:12])[CH3:14]. The yield is 0.560. (3) The reactants are [I:1][C:2]1[CH:3]=[C:4]([CH:8]=[C:9]([N+:11]([O-:13])=[O:12])[CH:10]=1)[C:5]([OH:7])=[O:6].O=S(Cl)Cl.[CH3:18]O. No catalyst specified. The product is [CH3:18][O:6][C:5](=[O:7])[C:4]1[CH:8]=[C:9]([N+:11]([O-:13])=[O:12])[CH:10]=[C:2]([I:1])[CH:3]=1. The yield is 0.990. (4) The reactants are [SiH4].[C:2]1([SiH2:8][C:9]2[CH:14]=[CH:13][CH:12]=[CH:11][CH:10]=2)[CH:7]=[CH:6][CH:5]=[CH:4][CH:3]=1.[CH:15]1([CH3:25])[CH2:20][CH2:19][CH:18]([CH:21]([CH3:23])[CH3:22])[CH:17](O)[CH2:16]1.C1C[O:29]CC1. No catalyst specified. The product is [C:9]1([SiH:8]([C:2]2[CH:3]=[CH:4][CH:5]=[CH:6][CH:7]=2)[O:29][C:15]2([CH3:25])[CH2:20][CH2:19][CH:18]([CH:21]([CH3:23])[CH3:22])[CH2:17][CH2:16]2)[CH:10]=[CH:11][CH:12]=[CH:13][CH:14]=1. The yield is 1.00. (5) The yield is 0.440. The product is [F:1][C:2]1[CH:3]=[CH:4][C:5]([C:8]2[CH:13]=[C:12]([N:14]3[C:18]4[CH:19]=[CH:20][C:21]([C:23]5[CH:24]=[N:25][N:26]([CH3:28])[CH:27]=5)=[CH:22][C:17]=4[N:16]=[CH:15]3)[CH:11]=[C:10]([NH2:29])[CH:9]=2)=[CH:6][CH:7]=1. The reactants are [F:1][C:2]1[CH:7]=[CH:6][C:5]([C:8]2[CH:13]=[C:12]([N:14]3[C:18]4[CH:19]=[CH:20][C:21]([C:23]5[CH:24]=[N:25][N:26]([CH3:28])[CH:27]=5)=[CH:22][C:17]=4[N:16]=[CH:15]3)[CH:11]=[C:10]([NH:29]C(=O)C)[CH:9]=2)=[CH:4][CH:3]=1.[OH-].[Na+]. The catalyst is C(O)C.